From a dataset of Peptide-MHC class I binding affinity with 185,985 pairs from IEDB/IMGT. Regression. Given a peptide amino acid sequence and an MHC pseudo amino acid sequence, predict their binding affinity value. This is MHC class I binding data. (1) The peptide sequence is TLAGAWGDLW. The MHC is Mamu-B52 with pseudo-sequence Mamu-B52. The binding affinity (normalized) is 0.617. (2) The peptide sequence is GLIYTYSGL. The MHC is HLA-A68:02 with pseudo-sequence HLA-A68:02. The binding affinity (normalized) is 0.642. (3) The peptide sequence is HFQKDAKVL. The MHC is HLA-B39:01 with pseudo-sequence HLA-B39:01. The binding affinity (normalized) is 0.145. (4) The peptide sequence is RVYINVVVK. The MHC is HLA-B07:02 with pseudo-sequence HLA-B07:02. The binding affinity (normalized) is 0.0847. (5) The peptide sequence is KFLPDLYDYK. The MHC is HLA-A11:01 with pseudo-sequence HLA-A11:01. The binding affinity (normalized) is 0.714. (6) The peptide sequence is IVIYIVQML. The MHC is Mamu-A2601 with pseudo-sequence Mamu-A2601. The binding affinity (normalized) is 0.458.